From a dataset of Catalyst prediction with 721,799 reactions and 888 catalyst types from USPTO. Predict which catalyst facilitates the given reaction. Reactant: [O:1]1[CH:5]=[CH:4][CH:3]=[C:2]1[C:6]1[N:11]=[C:10]([NH2:12])[N:9]=[C:8]2[NH:13][N:14]=[CH:15][C:7]=12.[H-].[Na+].[N+:18]([C:21]1[CH:22]=[C:23]([CH:26]=[CH:27][CH:28]=1)[CH2:24]Br)([O-:20])=[O:19].O. Product: [O:1]1[CH:5]=[CH:4][CH:3]=[C:2]1[C:6]1[N:11]=[C:10]([NH2:12])[N:9]=[C:8]2[N:13]([CH2:24][C:23]3[CH:26]=[CH:27][CH:28]=[C:21]([N+:18]([O-:20])=[O:19])[CH:22]=3)[N:14]=[CH:15][C:7]=12. The catalyst class is: 3.